From a dataset of Forward reaction prediction with 1.9M reactions from USPTO patents (1976-2016). Predict the product of the given reaction. (1) Given the reactants N(C(OC(C)(C)C)=O)=NC(OC(C)(C)C)=O.[CH3:17][O:18][C:19]1[CH:20]=[C:21]([OH:28])[CH:22]=[CH:23][C:24]=1[N+:25]([O-:27])=[O:26].O[CH2:30][C@H:31]1[CH2:35][CH2:34][CH2:33][N:32]1[C:36]([O:38][C:39]([CH3:42])([CH3:41])[CH3:40])=[O:37].C1(P(C2C=CC=CC=2)C2C=CC=CC=2)C=CC=CC=1, predict the reaction product. The product is: [CH3:17][O:18][C:19]1[CH:20]=[C:21]([CH:22]=[CH:23][C:24]=1[N+:25]([O-:27])=[O:26])[O:28][CH2:30][C@H:31]1[CH2:35][CH2:34][CH2:33][N:32]1[C:36]([O:38][C:39]([CH3:40])([CH3:42])[CH3:41])=[O:37]. (2) The product is: [C:18]([CH:17]([NH:16][C:2]1[C:11]([C:12]([OH:14])=[O:13])=[CH:10][C:9]2[C:4](=[CH:5][CH:6]=[C:7]([Cl:15])[CH:8]=2)[N:3]=1)[CH2:21][C:22]1[CH:27]=[CH:26][CH:25]=[CH:24][CH:23]=1)(=[O:19])[NH2:20]. Given the reactants Cl[C:2]1[C:11]([C:12]([OH:14])=[O:13])=[CH:10][C:9]2[C:4](=[CH:5][CH:6]=[C:7]([Cl:15])[CH:8]=2)[N:3]=1.[NH2:16][CH:17]([CH2:21][C:22]1[CH:27]=[CH:26][CH:25]=[CH:24][CH:23]=1)[C:18]([NH2:20])=[O:19], predict the reaction product. (3) Given the reactants [CH2:1]([N:8]1[C:20]2[CH:19]=[C:18]([C:21]3[C:22]([CH3:27])=[N:23][O:24][C:25]=3[CH3:26])[CH:17]=[C:16]([C:28]([OH:30])=O)[C:15]=2[C:14]2[C:9]1=[CH:10][CH:11]=[C:12]([S:31]([CH3:34])(=[O:33])=[O:32])[CH:13]=2)[C:2]1[CH:7]=[CH:6][CH:5]=[CH:4][CH:3]=1.C1C=CC2N(O)N=[N:41]C=2C=1.C(Cl)CCl.N.CC(O)C, predict the reaction product. The product is: [CH2:1]([N:8]1[C:20]2[CH:19]=[C:18]([C:21]3[C:22]([CH3:27])=[N:23][O:24][C:25]=3[CH3:26])[CH:17]=[C:16]([C:28]([NH2:41])=[O:30])[C:15]=2[C:14]2[C:9]1=[CH:10][CH:11]=[C:12]([S:31]([CH3:34])(=[O:32])=[O:33])[CH:13]=2)[C:2]1[CH:7]=[CH:6][CH:5]=[CH:4][CH:3]=1. (4) Given the reactants [CH3:1][O:2][C:3]1[CH:4]=[CH:5][C:6]([S:14][C:15]2[CH:20]=[CH:19][C:18]([CH3:21])=[CH:17][CH:16]=2)=[C:7](/[CH:9]=[CH:10]/[C:11]([OH:13])=O)[CH:8]=1.[NH2:22][CH:23]1[CH2:28][CH2:27][CH:26]([OH:29])[CH2:25][CH2:24]1, predict the reaction product. The product is: [OH:29][CH:26]1[CH2:27][CH2:28][CH:23]([NH:22][C:11](=[O:13])/[CH:10]=[CH:9]/[C:7]2[CH:8]=[C:3]([O:2][CH3:1])[CH:4]=[CH:5][C:6]=2[S:14][C:15]2[CH:20]=[CH:19][C:18]([CH3:21])=[CH:17][CH:16]=2)[CH2:24][CH2:25]1. (5) The product is: [Br:17][C:18]1[N:19]=[CH:20][C:21]([O:16][C:13]2[CH:14]=[CH:15][C:8]3[CH2:7][CH2:6][N:5]([CH:1]4[CH2:4][CH2:3][CH2:2]4)[CH2:11][CH2:10][C:9]=3[CH:12]=2)=[N:22][CH:23]=1. Given the reactants [CH:1]1([N:5]2[CH2:11][CH2:10][C:9]3[CH:12]=[C:13]([OH:16])[CH:14]=[CH:15][C:8]=3[CH2:7][CH2:6]2)[CH2:4][CH2:3][CH2:2]1.[Br:17][C:18]1[N:19]=[CH:20][C:21](N)=[N:22][CH:23]=1, predict the reaction product. (6) Given the reactants Br[C:2]1[CH:3]=[C:4]2[C:8](=[CH:9][CH:10]=1)[NH:7][C:6]([CH:11]=[O:12])=[CH:5]2.[CH2:13]([B-](F)(F)F)[CH2:14][CH2:15][CH3:16].[K+], predict the reaction product. The product is: [CH2:13]([C:2]1[CH:3]=[C:4]2[C:8](=[CH:9][CH:10]=1)[NH:7][C:6]([CH:11]=[O:12])=[CH:5]2)[CH2:14][CH2:15][CH3:16]. (7) Given the reactants [CH:1]1([C:4]2[C:9]([NH2:10])=[CH:8][N:7]=[C:6]([C:11]3[CH:16]=[CH:15][C:14]([C:17]([F:20])([F:19])[F:18])=[CH:13][CH:12]=3)[N:5]=2)[CH2:3][CH2:2]1.FC(F)(F)C1C(C(O)=O)=CN=C(C2C=CC(C(F)(F)F)=CC=2)N=1.[C:44]([O:48][C:49](=[O:64])[C:50]([O:53][C:54]1[CH:59]=[CH:58][C:57]([CH2:60][C:61](O)=[O:62])=[CH:56][CH:55]=1)([CH3:52])[CH3:51])([CH3:47])([CH3:46])[CH3:45], predict the reaction product. The product is: [C:44]([O:48][C:49](=[O:64])[C:50]([O:53][C:54]1[CH:59]=[CH:58][C:57]([CH2:60][C:61](=[O:62])[NH:10][C:9]2[C:4]([CH:1]3[CH2:2][CH2:3]3)=[N:5][C:6]([C:11]3[CH:16]=[CH:15][C:14]([C:17]([F:19])([F:20])[F:18])=[CH:13][CH:12]=3)=[N:7][CH:8]=2)=[CH:56][CH:55]=1)([CH3:52])[CH3:51])([CH3:46])([CH3:45])[CH3:47]. (8) Given the reactants C[O:2][C:3](=[O:39])[C@@H:4]([NH:28][C:29]([O:31][CH2:32][C:33]1[CH:38]=[CH:37][CH:36]=[CH:35][CH:34]=1)=[O:30])[CH2:5][NH:6][C:7]([N:9]1[CH2:14][CH2:13][N:12]([C:15]2[CH:20]=[CH:19][CH:18]=[C:17]([NH:21][C:22]3[NH:23][CH2:24][CH2:25][CH2:26][N:27]=3)[CH:16]=2)[CH2:11][CH2:10]1)=[O:8].[OH-].[Na+].FC(F)(F)C(O)=O, predict the reaction product. The product is: [CH2:32]([O:31][C:29]([NH:28][C@@H:4]([CH2:5][NH:6][C:7]([N:9]1[CH2:14][CH2:13][N:12]([C:15]2[CH:20]=[CH:19][CH:18]=[C:17]([NH:21][C:22]3[NH:23][CH2:24][CH2:25][CH2:26][N:27]=3)[CH:16]=2)[CH2:11][CH2:10]1)=[O:8])[C:3]([OH:39])=[O:2])=[O:30])[C:33]1[CH:38]=[CH:37][CH:36]=[CH:35][CH:34]=1. (9) Given the reactants FC(F)(F)C(O)=O.FC(F)(F)C(O)=O.[NH:15]1[CH:19]=[N:18][C:17]([C:20]2[CH:25]=[CH:24][C:23]([C:26]3[CH:27]=[N:28][N:29]4[CH:34]=[CH:33][C:32]([N:35]5[C@@H:39]([CH:40]([CH3:42])[CH3:41])[CH2:38][N:37]([CH2:43][CH2:44][CH:45]6[CH2:50][CH2:49][CH2:48][NH:47][CH2:46]6)[C:36]5=[O:51])=[N:31][C:30]=34)=[CH:22][CH:21]=2)=[N:16]1.C=O.[BH4-].[Na+].O, predict the reaction product. The product is: [NH:15]1[CH:19]=[N:18][C:17]([C:20]2[CH:21]=[CH:22][C:23]([C:26]3[CH:27]=[N:28][N:29]4[CH:34]=[CH:33][C:32]([N:35]5[C@@H:39]([CH:40]([CH3:42])[CH3:41])[CH2:38][N:37]([CH2:43][CH2:44][CH:45]6[CH2:50][CH2:49][CH2:48][NH:47][CH2:46]6)[C:36]5=[O:51])=[N:31][C:30]=34)=[CH:24][CH:25]=2)=[N:16]1. (10) Given the reactants N[C@H](C(O)=O)CS.C(OP(CI)(=O)OCC)C.C([O-])([O-])=O.[Na+].[Na+].C(OC(OC(C)(C)C)=O)(=O)OC(C)(C)C.[C:39]([O:43][C:44]([NH:46][CH:47]([CH2:51][S:52][CH2:53][P:54]([O:59][CH2:60][CH3:61])([O:56][CH2:57][CH3:58])=[O:55])[C:48](O)=[O:49])=[O:45])([CH3:42])([CH3:41])[CH3:40].CN1CCOCC1.ClC(OCC(C)C)=O.[BH4-].[Na+], predict the reaction product. The product is: [CH2:57]([O:56][P:54]([CH2:53][S:52][CH2:51][CH:47]([NH:46][C:44]([O:43][C:39]([CH3:41])([CH3:40])[CH3:42])=[O:45])[CH2:48][OH:49])(=[O:55])[O:59][CH2:60][CH3:61])[CH3:58].